This data is from Reaction yield outcomes from USPTO patents with 853,638 reactions. The task is: Predict the reaction yield, written as a fraction of the theoretical maximum amount of product (1.0 means a 100% yield; for example, 0.34 means a 34% yield). (1) The product is [CH:18]1([C:8]2[N:4]3[CH:5]=[CH:6][N:7]=[C:2]([NH2:1])[C:3]3=[C:10]([C:11]3[CH:16]=[CH:15][CH:14]=[C:13]([O:17][CH2:33][C:32]4[CH:35]=[CH:36][CH:37]=[C:30]([O:29][CH3:28])[CH:31]=4)[CH:12]=3)[N:9]=2)[CH2:21][CH2:20][CH2:19]1. The catalyst is CN(C=O)C. The yield is 0.600. The reactants are [NH2:1][C:2]1[C:3]2[N:4]([C:8]([CH:18]3[CH2:21][CH2:20][CH2:19]3)=[N:9][C:10]=2[C:11]2[CH:12]=[C:13]([OH:17])[CH:14]=[CH:15][CH:16]=2)[CH:5]=[CH:6][N:7]=1.C(=O)([O-])[O-].[Cs+].[Cs+].[CH3:28][O:29][C:30]1[CH:31]=[C:32]([CH:35]=[CH:36][CH:37]=1)[CH2:33]Br.C([O-])(O)=O.[Na+]. (2) The product is [CH3:1][O:2][C:3](=[O:15])[C:4]1[CH:9]=[C:8]([CH2:10][N:16]([C:17]([O:19][C:20]([CH3:23])([CH3:22])[CH3:21])=[O:18])[C:24]([O:26][C:27]([CH3:28])([CH3:29])[CH3:30])=[O:25])[CH:7]=[CH:6][C:5]=1[N+:12]([O-:14])=[O:13]. The yield is 0.980. The catalyst is CC(=O)CC.[Cl-].[Na+].O.[I-].[Li+].C(OCC)(=O)C. The reactants are [CH3:1][O:2][C:3](=[O:15])[C:4]1[CH:9]=[C:8]([CH2:10]Br)[CH:7]=[CH:6][C:5]=1[N+:12]([O-:14])=[O:13].[NH:16]([C:24]([O:26][C:27]([CH3:30])([CH3:29])[CH3:28])=[O:25])[C:17]([O:19][C:20]([CH3:23])([CH3:22])[CH3:21])=[O:18].C(=O)([O-])[O-].[Cs+].[Cs+].O. (3) The reactants are [C:1]1([CH3:8])[C:6]([OH:7])=[CH:5][CH:4]=[CH:3][CH:2]=1.C([O-])([O-])=O.[Ca+2].[Br:14]Br.S([O-])([O-])=O.[Na+].[Na+]. The catalyst is C(Cl)Cl. The product is [Br:14][C:3]1[CH:4]=[CH:5][C:6]([OH:7])=[C:1]([CH3:8])[CH:2]=1. The yield is 0.940. (4) The yield is 0.920. The catalyst is C(O)C. The reactants are [CH3:1][S:2]([C:5]1[CH:10]=[CH:9][CH:8]=[CH:7][C:6]=1[C:11]1[CH:16]=[CH:15][C:14]([NH2:17])=[C:13]([NH2:18])[CH:12]=1)(=[O:4])=[O:3].Cl.C(O[C:23](=N)[CH2:24][Br:25])C. The product is [Br:25][CH2:24][C:23]1[NH:17][C:14]2[CH:15]=[CH:16][C:11]([C:6]3[CH:7]=[CH:8][CH:9]=[CH:10][C:5]=3[S:2]([CH3:1])(=[O:3])=[O:4])=[CH:12][C:13]=2[N:18]=1. (5) The reactants are Br[C:2]1[N:6]2[N:7]=[C:8]([C:11]3[CH:32]=[CH:31][C:14]([C:15]([N:17]4[CH2:23][CH2:22][CH2:21][N:20]([C:24]([O:26][C:27]([CH3:30])([CH3:29])[CH3:28])=[O:25])[CH2:19][CH2:18]4)=[O:16])=[CH:13][CH:12]=3)[CH:9]=[CH:10][C:5]2=[N:4][CH:3]=1.C([O-])([O-])=O.[Cs+].[Cs+].CC1(C)C(C)(C)OB([C:47]2[CH:48]=[C:49]3[C:53](=[CH:54][CH:55]=2)[NH:52][C:51](=[O:56])[CH2:50]3)O1. The catalyst is CN(C=O)C.O.C1C=CC(P(C2C=CC=CC=2)[C-]2C=CC=C2)=CC=1.C1C=CC(P(C2C=CC=CC=2)[C-]2C=CC=C2)=CC=1.Cl[Pd]Cl.[Fe+2]. The product is [O:56]=[C:51]1[CH2:50][C:49]2[C:53](=[CH:54][CH:55]=[C:47]([C:2]3[N:6]4[N:7]=[C:8]([C:11]5[CH:12]=[CH:13][C:14]([C:15]([N:17]6[CH2:23][CH2:22][CH2:21][N:20]([C:24]([O:26][C:27]([CH3:30])([CH3:29])[CH3:28])=[O:25])[CH2:19][CH2:18]6)=[O:16])=[CH:31][CH:32]=5)[CH:9]=[CH:10][C:5]4=[N:4][CH:3]=3)[CH:48]=2)[NH:52]1. The yield is 0.480. (6) No catalyst specified. The reactants are [F:1][C:2]1[CH:7]=[CH:6][C:5]([C:8]2[S:12][C:11]([C:13]([OH:15])=O)=[CH:10][CH:9]=2)=[CH:4][CH:3]=1.[NH2:16][C:17]1[CH:26]=[CH:25][C:24]([Cl:27])=[CH:23][C:18]=1[C:19]([O:21]C)=[O:20]. The yield is 0.470. The product is [Cl:27][C:24]1[CH:25]=[CH:26][C:17]([NH:16][C:13]([C:11]2[S:12][C:8]([C:5]3[CH:4]=[CH:3][C:2]([F:1])=[CH:7][CH:6]=3)=[CH:9][CH:10]=2)=[O:15])=[C:18]([CH:23]=1)[C:19]([OH:21])=[O:20]. (7) The reactants are Br[C:2]1[CH:3]=[C:4]([CH2:10][CH2:11][N:12]2[CH:17]=[CH:16][CH:15]=[CH:14][C:13]2=[O:18])[CH:5]=[CH:6][C:7]=1[O:8][CH3:9].[N+:19]([C:22]1[CH:23]=[C:24](B(O)O)[CH:25]=[CH:26][CH:27]=1)([O-:21])=[O:20].C1C=CC(P(C2C=CC=CC=2)C2C=CC=CC=2)=CC=1.C(=O)([O-])[O-].[K+].[K+]. The catalyst is CCOCC.C([O-])(=O)C.[Pd+2].C([O-])(=O)C.O.C(O)C.C(COC)OC. The product is [CH3:9][O:8][C:7]1[C:2]([C:26]2[CH:25]=[CH:24][CH:23]=[C:22]([N+:19]([O-:21])=[O:20])[CH:27]=2)=[CH:3][C:4]([CH2:10][CH2:11][N:12]2[CH:17]=[CH:16][CH:15]=[CH:14][C:13]2=[O:18])=[CH:5][CH:6]=1. The yield is 0.310.